From a dataset of Peptide-MHC class II binding affinity with 134,281 pairs from IEDB. Regression. Given a peptide amino acid sequence and an MHC pseudo amino acid sequence, predict their binding affinity value. This is MHC class II binding data. (1) The peptide sequence is HSLLDEGKQSLTKLA. The MHC is DRB5_0101 with pseudo-sequence DRB5_0101. The binding affinity (normalized) is 0.238. (2) The peptide sequence is LQPETFAVVDLNKMR. The MHC is DRB1_0901 with pseudo-sequence DRB1_0901. The binding affinity (normalized) is 0.319. (3) The peptide sequence is GKGEWMTTEDMLEVW. The MHC is HLA-DQA10201-DQB10303 with pseudo-sequence HLA-DQA10201-DQB10303. The binding affinity (normalized) is 0.324. (4) The peptide sequence is VLSYVIGLLPPDMVV. The MHC is DRB3_0101 with pseudo-sequence DRB3_0101. The binding affinity (normalized) is 0.267. (5) The peptide sequence is EFQVVNPHLLRVLTE. The MHC is DRB1_0802 with pseudo-sequence DRB1_0802. The binding affinity (normalized) is 0.493.